Task: Predict the reaction yield, written as a fraction of the theoretical maximum amount of product (1.0 means a 100% yield; for example, 0.34 means a 34% yield).. Dataset: Reaction yield outcomes from USPTO patents with 853,638 reactions (1) The reactants are CCCCCC.[H-].[Na+].[CH2:9]([C:13]1[NH:14][CH:15]=[CH:16][N:17]=1)[CH2:10][CH2:11][CH3:12].[CH3:18][Si:19]([CH3:26])([CH3:25])[CH2:20][CH2:21]OCCl.CN(C)[CH:29]=[O:30]. No catalyst specified. The product is [CH2:9]([C:13]1[NH:14][CH:15]=[C:16]([CH2:29][O:30][CH:20]([Si:19]([CH3:18])([CH3:25])[CH3:26])[CH3:21])[N:17]=1)[CH2:10][CH2:11][CH3:12]. The yield is 0.960. (2) The reactants are [Cl:1][C:2]1[CH:7]=[C:6](I)[CH:5]=[C:4]([CH3:9])[C:3]=1[C:10](=[O:12])[CH3:11].[CH3:13][O:14][C:15]1[CH:20]=[CH:19][C:18]([SH:21])=[CH:17][CH:16]=1.[OH-].[K+]. The catalyst is CN(C=O)C.O.[Cu-]=O. The product is [Cl:1][C:2]1[CH:7]=[C:6]([S:21][C:18]2[CH:19]=[CH:20][C:15]([O:14][CH3:13])=[CH:16][CH:17]=2)[CH:5]=[C:4]([CH3:9])[C:3]=1[C:10](=[O:12])[CH3:11]. The yield is 0.130. (3) The reactants are [Br:1][C:2]1[CH:3]=[C:4]2[C:9](=[CH:10][C:11]=1[O:12][CH2:13][C:14]1[CH:19]=[CH:18][C:17]([S:20]([CH3:28])(=[N:22]C(OCC)=O)=[O:21])=[CH:16][CH:15]=1)[N:8]=[CH:7][N:6]=[C:5]2[NH:29][CH:30]([CH3:32])[CH3:31].[O-]CC.[Na+].C(=O)([O-])[O-].[Na+].[Na+]. The catalyst is C(O)C. The product is [Br:1][C:2]1[CH:3]=[C:4]2[C:9](=[CH:10][C:11]=1[O:12][CH2:13][C:14]1[CH:15]=[CH:16][C:17]([S:20]([CH3:28])(=[NH:22])=[O:21])=[CH:18][CH:19]=1)[N:8]=[CH:7][N:6]=[C:5]2[NH:29][CH:30]([CH3:32])[CH3:31]. The yield is 0.790. (4) The reactants are [CH3:1][CH:2]([CH3:20])[CH2:3][NH:4][C:5]1[C:6]2[N:7]([CH:17]=[CH:18][N:19]=2)[CH:8]=[C:9]([C:11]2[CH:16]=[CH:15][CH:14]=[CH:13][CH:12]=2)[N:10]=1.C1C(=O)N([Br:28])C(=O)C1.S([O-])([O-])=O.[Na+].[Na+].C(OCC)(=O)C. The catalyst is C1COCC1. The product is [Br:28][C:8]1[N:7]2[CH:17]=[CH:18][N:19]=[C:6]2[C:5]([NH:4][CH2:3][CH:2]([CH3:20])[CH3:1])=[N:10][C:9]=1[C:11]1[CH:16]=[CH:15][CH:14]=[CH:13][CH:12]=1. The yield is 0.650.